The task is: Regression. Given two drug SMILES strings and cell line genomic features, predict the synergy score measuring deviation from expected non-interaction effect.. This data is from NCI-60 drug combinations with 297,098 pairs across 59 cell lines. (1) Drug 1: C1=CC(=CC=C1CC(C(=O)O)N)N(CCCl)CCCl.Cl. Drug 2: CC1=C(C(=CC=C1)Cl)NC(=O)C2=CN=C(S2)NC3=CC(=NC(=N3)C)N4CCN(CC4)CCO. Cell line: ACHN. Synergy scores: CSS=29.8, Synergy_ZIP=1.22, Synergy_Bliss=2.34, Synergy_Loewe=-6.83, Synergy_HSA=3.23. (2) Drug 1: C1=NC2=C(N=C(N=C2N1C3C(C(C(O3)CO)O)O)F)N. Drug 2: CC1C(C(CC(O1)OC2CC(CC3=C2C(=C4C(=C3O)C(=O)C5=C(C4=O)C(=CC=C5)OC)O)(C(=O)CO)O)N)O.Cl. Cell line: K-562. Synergy scores: CSS=28.0, Synergy_ZIP=-9.03, Synergy_Bliss=-5.42, Synergy_Loewe=-10.4, Synergy_HSA=-2.16. (3) Drug 1: CC12CCC3C(C1CCC2=O)CC(=C)C4=CC(=O)C=CC34C. Drug 2: C1=CC=C(C=C1)NC(=O)CCCCCCC(=O)NO. Cell line: SF-539. Synergy scores: CSS=23.2, Synergy_ZIP=-4.64, Synergy_Bliss=-7.36, Synergy_Loewe=-14.0, Synergy_HSA=-5.79. (4) Drug 1: CN(CC1=CN=C2C(=N1)C(=NC(=N2)N)N)C3=CC=C(C=C3)C(=O)NC(CCC(=O)O)C(=O)O. Drug 2: CC1=CC=C(C=C1)C2=CC(=NN2C3=CC=C(C=C3)S(=O)(=O)N)C(F)(F)F. Cell line: MALME-3M. Synergy scores: CSS=-4.03, Synergy_ZIP=4.27, Synergy_Bliss=1.12, Synergy_Loewe=-5.21, Synergy_HSA=-4.93. (5) Drug 1: C1CN1C2=NC(=NC(=N2)N3CC3)N4CC4. Synergy scores: CSS=72.9, Synergy_ZIP=3.54, Synergy_Bliss=3.78, Synergy_Loewe=-6.60, Synergy_HSA=7.55. Cell line: HL-60(TB). Drug 2: CC(CN1CC(=O)NC(=O)C1)N2CC(=O)NC(=O)C2. (6) Drug 1: CCCS(=O)(=O)NC1=C(C(=C(C=C1)F)C(=O)C2=CNC3=C2C=C(C=N3)C4=CC=C(C=C4)Cl)F. Synergy scores: CSS=59.0, Synergy_ZIP=9.58, Synergy_Bliss=9.47, Synergy_Loewe=-3.73, Synergy_HSA=12.6. Cell line: SK-MEL-5. Drug 2: CC1=C2C(C(=O)C3(C(CC4C(C3C(C(C2(C)C)(CC1OC(=O)C(C(C5=CC=CC=C5)NC(=O)C6=CC=CC=C6)O)O)OC(=O)C7=CC=CC=C7)(CO4)OC(=O)C)O)C)OC(=O)C. (7) Drug 1: C1CN(CCN1C(=O)CCBr)C(=O)CCBr. Drug 2: COCCOC1=C(C=C2C(=C1)C(=NC=N2)NC3=CC=CC(=C3)C#C)OCCOC.Cl. Cell line: UACC-257. Synergy scores: CSS=6.92, Synergy_ZIP=-3.66, Synergy_Bliss=-1.11, Synergy_Loewe=-1.94, Synergy_HSA=-2.23. (8) Drug 1: CN(C(=O)NC(C=O)C(C(C(CO)O)O)O)N=O. Drug 2: C1CCC(C(C1)N)N.C(=O)(C(=O)[O-])[O-].[Pt+4]. Cell line: UACC-257. Synergy scores: CSS=2.83, Synergy_ZIP=-6.45, Synergy_Bliss=-11.9, Synergy_Loewe=-33.6, Synergy_HSA=-8.08. (9) Drug 1: CCN(CC)CCNC(=O)C1=C(NC(=C1C)C=C2C3=C(C=CC(=C3)F)NC2=O)C. Drug 2: C1CCC(C(C1)N)N.C(=O)(C(=O)[O-])[O-].[Pt+4]. Cell line: HOP-62. Synergy scores: CSS=8.75, Synergy_ZIP=-6.88, Synergy_Bliss=-7.66, Synergy_Loewe=-10.1, Synergy_HSA=-5.65.